Predict the reactants needed to synthesize the given product. From a dataset of Full USPTO retrosynthesis dataset with 1.9M reactions from patents (1976-2016). (1) Given the product [Br:1][C:2]1[C:3]([Cl:23])=[CH:4][CH:5]=[C:6]2[C:10]=1[NH:9][C:8]([C:11]([O:13][CH2:14][CH3:15])=[O:12])=[C:7]2[CH2:16][CH2:17][CH2:18][OH:19], predict the reactants needed to synthesize it. The reactants are: [Br:1][C:2]1[C:3]([Cl:23])=[CH:4][CH:5]=[C:6]2[C:10]=1[NH:9][C:8]([C:11]([O:13][CH2:14][CH3:15])=[O:12])=[C:7]2[CH2:16][CH2:17][C:18](OCC)=[O:19].C1COCC1. (2) Given the product [CH3:11][C:7]1[O:8][CH:9]=[CH:10][C:6]=1[CH2:5][CH2:4][OH:3], predict the reactants needed to synthesize it. The reactants are: C([O:3][C:4](=O)[CH2:5][C:6]1[CH:10]=[CH:9][O:8][C:7]=1[CH3:11])C.[H-].[Al+3].[Li+].[H-].[H-].[H-]. (3) Given the product [NH2:14][CH2:13][CH:12]([N:11]1[C:10]2[CH:16]=[CH:17][CH:18]=[CH:19][C:9]=2[N:8]=[C:7]1[C:3]1[C:2]([NH2:1])=[N:6][O:5][N:4]=1)[CH3:15], predict the reactants needed to synthesize it. The reactants are: [NH2:1][C:2]1[C:3]([C:7]2[N:11]([CH:12]([CH3:15])[C:13]#[N:14])[C:10]3[CH:16]=[CH:17][CH:18]=[CH:19][C:9]=3[N:8]=2)=[N:4][O:5][N:6]=1.CO.Cl. (4) Given the product [Br:1][C:62]1[CH:61]=[CH:60][C:59]([O:64][CH3:65])=[C:58]([CH2:57][CH2:56][OH:55])[CH:63]=1, predict the reactants needed to synthesize it. The reactants are: [Br-:1].[Br-].[Br-].C([N+](CCCC)(CCCC)CCCC)CCC.C([N+](CCCC)(CCCC)CCCC)CCC.C([N+](CCCC)(CCCC)CCCC)CCC.[OH:55][CH2:56][CH2:57][C:58]1[CH:63]=[CH:62][CH:61]=[CH:60][C:59]=1[O:64][CH3:65].